This data is from Catalyst prediction with 721,799 reactions and 888 catalyst types from USPTO. The task is: Predict which catalyst facilitates the given reaction. Product: [C:1]1([P:7]([C:19]2[CH:20]=[CH:21][CH:22]=[CH:23][CH:24]=2)[C:9]2[CH:14]=[CH:13][CH:12]=[CH:11][CH:10]=2)[CH:6]=[CH:5][CH:4]=[CH:3][CH:2]=1. The catalyst class is: 30. Reactant: [C:1]1([P:7](N=[N+]=[N-])([C:9]2[CH:14]=[CH:13][CH:12]=[CH:11][CH:10]=2)=O)[CH:6]=[CH:5][CH:4]=[CH:3][CH:2]=1.N12CCCN=[C:24]1[CH2:23][CH2:22][CH2:21][CH2:20][CH2:19]2.C1(C)C=CC=CC=1.